This data is from Forward reaction prediction with 1.9M reactions from USPTO patents (1976-2016). The task is: Predict the product of the given reaction. (1) Given the reactants [NH2:1][CH2:2][C:3]([N:5]1[CH2:14][CH2:13][C:12]2[C:7](=[CH:8][CH:9]=[C:10]([F:16])[C:11]=2[Br:15])[CH:6]1[CH2:17][C:18]([OH:20])=O)=[O:4].C(N(CC)CC)C.O, predict the reaction product. The product is: [Br:15][C:11]1[C:10]([F:16])=[CH:9][CH:8]=[C:7]2[C:12]=1[CH2:13][CH2:14][N:5]1[C:3](=[O:4])[CH2:2][NH:1][C:18](=[O:20])[CH2:17][CH:6]12. (2) Given the reactants C([C:8]1([C:12]([OH:14])=O)[CH2:10][CH:9]1N)(OC(C)(C)C)=O.CC[N:17](C(C)C)C(C)C.CN(C(ON1N=NC2C=CC=NC1=2)=[N+](C)C)C.F[P-](F)(F)(F)(F)F.[NH2:48][C@@H:49]1[CH2:54][CH2:53][C@H:52]([N:55]2[C:60](=[O:61])[C:59]3[CH:62]=[C:63]([F:66])[CH:64]=[N:65][C:58]=3[N:57]([C:67]3[CH:68]=[C:69]([C:73]4[CH:78]=[CH:77][CH:76]=[CH:75][CH:74]=4)[CH:70]=[CH:71][CH:72]=3)[C:56]2=[O:79])[CH2:51][CH2:50]1, predict the reaction product. The product is: [NH2:17][C:8]1([C:12]([NH:48][C@H:49]2[CH2:54][CH2:53][C@@H:52]([N:55]3[C:60](=[O:61])[C:59]4[CH:62]=[C:63]([F:66])[CH:64]=[N:65][C:58]=4[N:57]([C:67]4[CH:68]=[C:69]([C:73]5[CH:78]=[CH:77][CH:76]=[CH:75][CH:74]=5)[CH:70]=[CH:71][CH:72]=4)[C:56]3=[O:79])[CH2:51][CH2:50]2)=[O:14])[CH2:9][CH2:10]1. (3) Given the reactants [C:1]([O:5][C:6]([NH:8][C@H:9]1[CH2:13][CH2:12][C:11]([C:18]([OH:21])([CH3:20])[CH3:19])([C:14]([O:16][CH3:17])=[O:15])[CH2:10]1)=[O:7])([CH3:4])([CH3:3])[CH3:2].CO.O.O.[OH-].[Li+], predict the reaction product. The product is: [C:1]([O:5][C:6]([NH:8][C@H:9]1[CH2:10][C@@:11]([C:18]([OH:21])([CH3:20])[CH3:19])([C:14]([O:16][CH3:17])=[O:15])[CH:12]=[CH:13]1)=[O:7])([CH3:4])([CH3:2])[CH3:3]. (4) Given the reactants [CH3:1][O:2][C:3](=[O:10])[C:4]([C:6]([F:9])([F:8])[F:7])=[CH2:5].O([CH2:13][N:14]([CH2:20][C:21]1[CH:26]=[CH:25][CH:24]=[CH:23][CH:22]=1)[CH2:15][Si](C)(C)C)C.FC(F)(F)C(O)=O, predict the reaction product. The product is: [CH3:1][O:2][C:3]([C:4]1([C:6]([F:9])([F:8])[F:7])[CH2:5][CH2:13][N:14]([CH2:20][C:21]2[CH:22]=[CH:23][CH:24]=[CH:25][CH:26]=2)[CH2:15]1)=[O:10]. (5) Given the reactants [F:1][C@@:2]1([CH2:15][NH:16][C:17]2[N:26]=[C:25]([C:27]3[CH:28]=[N:29][N:30]([CH2:32][O:33][CH3:34])[CH:31]=3)[CH:24]=[C:23]3[C:18]=2[CH:19]=[CH:20][CH:21]=[N:22]3)[CH2:7][CH2:6][CH2:5][N:4](C(OC(C)(C)C)=O)[CH2:3]1.FC(F)(F)C(O)=O, predict the reaction product. The product is: [F:1][C@@:2]1([CH2:15][NH:16][C:17]2[C:18]3[CH:19]=[CH:20][CH:21]=[N:22][C:23]=3[CH:24]=[C:25]([C:27]3[CH:28]=[N:29][N:30]([CH2:32][O:33][CH3:34])[CH:31]=3)[N:26]=2)[CH2:7][CH2:6][CH2:5][NH:4][CH2:3]1. (6) Given the reactants [C:1]([O:5][C:6]([N:8]1[CH2:13][CH2:12][CH:11]([NH:14][C:15]2[CH:20]=[CH:19][C:18]([C:21]([O:23][CH2:24][CH:25]=[CH2:26])=[O:22])=[CH:17][C:16]=2[NH2:27])[CH2:10][CH2:9]1)=[O:7])([CH3:4])([CH3:3])[CH3:2].Cl.[N:29]([O-])=O.[Na+].C([O-])(O)=O.[Na+].C(OC(OC(C)(C)C)=O)(OC(C)(C)C)=O.C(N(C(C)C)C(C)C)C, predict the reaction product. The product is: [CH2:24]([O:23][C:21]([C:18]1[CH:19]=[CH:20][C:15]2[N:14]([CH:11]3[CH2:12][CH2:13][N:8]([C:6]([O:5][C:1]([CH3:4])([CH3:3])[CH3:2])=[O:7])[CH2:9][CH2:10]3)[N:29]=[N:27][C:16]=2[CH:17]=1)=[O:22])[CH:25]=[CH2:26]. (7) Given the reactants [C:1]([C:5]1[CH:18]=[CH:17][C:8]([O:9][CH2:10][C@H:11]2[O:15][C:14](=[O:16])[NH:13][CH2:12]2)=[CH:7][CH:6]=1)([CH3:4])([CH3:3])[CH3:2].N[C@@H]1CCCC[C@H]1N.C(=O)([O-])[O-].[Cs+].[Cs+].Br[C:34]1[C:42]2[C:37](=[CH:38][N:39]=[CH:40][CH:41]=2)[S:36][CH:35]=1, predict the reaction product. The product is: [C:1]([C:5]1[CH:18]=[CH:17][C:8]([O:9][CH2:10][C@H:11]2[O:15][C:14](=[O:16])[N:13]([C:34]3[C:42]4[C:37](=[CH:38][N:39]=[CH:40][CH:41]=4)[S:36][CH:35]=3)[CH2:12]2)=[CH:7][CH:6]=1)([CH3:4])([CH3:2])[CH3:3].